Dataset: Forward reaction prediction with 1.9M reactions from USPTO patents (1976-2016). Task: Predict the product of the given reaction. Given the reactants C([O:8][C:9]([C:11]1[CH:15]=[C:14]([CH3:16])[N:13]([C:17]2[CH:22]=[CH:21][CH:20]=[C:19]([O:23][CH3:24])[C:18]=2[O:25][CH3:26])[C:12]=1[C:27]1[CH:32]=[CH:31][C:30]([O:33][CH2:34][C:35]([O:37][CH2:38][CH3:39])=[O:36])=[CH:29][CH:28]=1)=[O:10])C1C=CC=CC=1, predict the reaction product. The product is: [CH3:26][O:25][C:18]1[C:19]([O:23][CH3:24])=[CH:20][CH:21]=[CH:22][C:17]=1[N:13]1[C:14]([CH3:16])=[CH:15][C:11]([C:9]([OH:10])=[O:8])=[C:12]1[C:27]1[CH:28]=[CH:29][C:30]([O:33][CH2:34][C:35]([O:37][CH2:38][CH3:39])=[O:36])=[CH:31][CH:32]=1.